Predict which catalyst facilitates the given reaction. From a dataset of Catalyst prediction with 721,799 reactions and 888 catalyst types from USPTO. (1) Reactant: [NH2:1][C:2]1[C:3]2[N:4]([C:8]([C@@H:25]3[CH2:28][C@H:27]([CH2:29]O)[CH2:26]3)=[N:9][C:10]=2[C:11]2[CH:16]=[CH:15][CH:14]=[C:13]([O:17][CH2:18][CH:19]3[CH2:24][CH2:23][CH2:22][CH2:21][O:20]3)[CH:12]=2)[CH:5]=[CH:6][N:7]=1.[NH:31]1[CH2:36][CH2:35][S:34](=[O:38])(=[O:37])[CH2:33][CH2:32]1.C(O)(=O)C.C(O[BH-](OC(=O)C)OC(=O)C)(=O)C.[Na+]. Product: [O:37]=[S:34]1(=[O:38])[CH2:35][CH2:36][N:31]([CH2:29][C@@H:27]2[CH2:28][C@H:25]([C:8]3[N:4]4[CH:5]=[CH:6][N:7]=[C:2]([NH2:1])[C:3]4=[C:10]([C:11]4[CH:16]=[CH:15][CH:14]=[C:13]([O:17][CH2:18][CH:19]5[CH2:24][CH2:23][CH2:22][CH2:21][O:20]5)[CH:12]=4)[N:9]=3)[CH2:26]2)[CH2:32][CH2:33]1. The catalyst class is: 291. (2) The catalyst class is: 167. Reactant: [C:1]([O:5][CH3:6])(=[O:4])[CH:2]=[CH2:3].[CH3:7][C:8]1[CH:13]=[CH:12][CH:11]=[CH:10][C:9]=1P([C:9]1[CH:10]=[CH:11][CH:12]=[CH:13][C:8]=1[CH3:7])[C:9]1[CH:10]=[CH:11][CH:12]=[CH:13][C:8]=1[CH3:7].C([N:31](CC)CC)C.O.C[N:38]([CH3:41])C=O. Product: [CH3:7][C:8]1[C:9]2[C:41](=[CH:13][C:12](/[CH:3]=[CH:2]/[C:1]([O:5][CH3:6])=[O:4])=[CH:11][CH:10]=2)[NH:38][N:31]=1.